From a dataset of CYP2D6 inhibition data for predicting drug metabolism from PubChem BioAssay. Regression/Classification. Given a drug SMILES string, predict its absorption, distribution, metabolism, or excretion properties. Task type varies by dataset: regression for continuous measurements (e.g., permeability, clearance, half-life) or binary classification for categorical outcomes (e.g., BBB penetration, CYP inhibition). Dataset: cyp2d6_veith. (1) The drug is C[N+](C)(C)COP(=O)([O-])OP(=O)([O-])OC[C@@H]1O[C@@H](n2ccc(N)nc2=O)[C@@H](O)[C@H]1O.[Na+]. The result is 0 (non-inhibitor). (2) The result is 0 (non-inhibitor). The compound is CN(C)S(=O)(=O)c1ccc(NC(=O)N2CCN(c3ccccc3)CC2)cc1. (3) The molecule is Cc1cc(C(F)(F)F)n2nc(-c3cnn(C)c3C(F)(F)F)c(Cl)c2n1. The result is 0 (non-inhibitor).